This data is from Reaction yield outcomes from USPTO patents with 853,638 reactions. The task is: Predict the reaction yield, written as a fraction of the theoretical maximum amount of product (1.0 means a 100% yield; for example, 0.34 means a 34% yield). (1) The reactants are [F:1][C:2]([F:28])([F:27])[C:3]1[N:7]2[N:8]=[C:9]([N:12]3[CH2:17][CH2:16][CH:15]([C:18]4[CH:26]=[CH:25][C:21]([C:22](O)=[O:23])=[CH:20][CH:19]=4)[CH2:14][CH2:13]3)[CH:10]=[CH:11][C:6]2=[N:5][N:4]=1.[CH3:29][O:30][CH2:31][CH2:32][NH:33][CH3:34].CCN(C(C)C)C(C)C.CN(C(ON1N=NC2C=CC=NC1=2)=[N+](C)C)C.F[P-](F)(F)(F)(F)F. The catalyst is CC(N(C)C)=O. The product is [CH3:29][O:30][CH2:31][CH2:32][N:33]([CH3:34])[C:22](=[O:23])[C:21]1[CH:25]=[CH:26][C:18]([CH:15]2[CH2:14][CH2:13][N:12]([C:9]3[CH:10]=[CH:11][C:6]4[N:7]([C:3]([C:2]([F:27])([F:1])[F:28])=[N:4][N:5]=4)[N:8]=3)[CH2:17][CH2:16]2)=[CH:19][CH:20]=1. The yield is 0.820. (2) The reactants are Br[C:2]1[C:7]2[S:8][C:9]([C:11]3[C:18]([Cl:19])=[CH:17][CH:16]=[CH:15][C:12]=3[C:13]#[N:14])=[N:10][C:6]=2[C:5]([F:20])=[CH:4][N:3]=1.[CH3:21][C:22]1[N:27]=[CH:26][N:25]=[C:24]([NH2:28])[CH:23]=1.CC1(C)C2C(=C(P(C3C=CC=CC=3)C3C=CC=CC=3)C=CC=2)OC2C(P(C3C=CC=CC=3)C3C=CC=CC=3)=CC=CC1=2.C([O-])([O-])=O.[Cs+].[Cs+]. The catalyst is O1CCOCC1.C1C=CC(/C=C/C(/C=C/C2C=CC=CC=2)=O)=CC=1.C1C=CC(/C=C/C(/C=C/C2C=CC=CC=2)=O)=CC=1.C1C=CC(/C=C/C(/C=C/C2C=CC=CC=2)=O)=CC=1.[Pd].[Pd]. The product is [Cl:19][C:18]1[C:11]([C:9]2[S:8][C:7]3[C:2]([NH:28][C:24]4[CH:23]=[C:22]([CH3:21])[N:27]=[CH:26][N:25]=4)=[N:3][CH:4]=[C:5]([F:20])[C:6]=3[N:10]=2)=[C:12]([CH:15]=[CH:16][CH:17]=1)[C:13]#[N:14]. The yield is 0.360. (3) The reactants are COC(=O)[O:4][C:5]1[CH:10]=[C:9]([N+:11]([O-:13])=[O:12])[C:8]([F:14])=[CH:7][C:6]=1[CH3:15].B(Br)(Br)Br.[OH-].[Na+]. The catalyst is ClCCl. The product is [F:14][C:8]1[C:9]([N+:11]([O-:13])=[O:12])=[CH:10][C:5]([OH:4])=[C:6]([CH3:15])[CH:7]=1. The yield is 0.806. (4) The reactants are [CH3:1][C:2]1([CH3:26])[C:11]2[C:6](=[C:7]([CH3:23])[CH:8]=[C:9]([C:13]([C:15]3[C:16]([CH3:22])=[N:17][N:18]([CH3:21])[C:19]=3[OH:20])=[O:14])[C:10]=2[CH3:12])[S:5](=[O:25])(=[O:24])[CH2:4][CH2:3]1.N1C=CC=CC=1.Cl.[C:34](Cl)(=[O:41])[C:35]1[CH:40]=[CH:39][N:38]=[CH:37][CH:36]=1. The catalyst is ClCCCl.[Cl-].C([N+](CC)(CC)CC)C1C=CC=CC=1. The product is [CH3:1][C:2]1([CH3:26])[C:11]2[C:6](=[C:7]([CH3:23])[CH:8]=[C:9]([C:13]([C:15]3[C:16]([CH3:22])=[N:17][N:18]([CH3:21])[C:19]=3[O:20][C:34]([C:35]3[CH:40]=[CH:39][N:38]=[CH:37][CH:36]=3)=[O:41])=[O:14])[C:10]=2[CH3:12])[S:5](=[O:25])(=[O:24])[CH2:4][CH2:3]1. The yield is 0.800. (5) The reactants are O[C:2]1[C:7]([C:8]#[N:9])=[C:6]([C:10]2[CH:15]=[CH:14][CH:13]=[C:12]([N+:16]([O-:18])=[O:17])[CH:11]=2)[N:5]=[C:4]([S:19][CH3:20])[N:3]=1.O=P(Cl)(Cl)[Cl:23]. The catalyst is O1CCOCC1. The product is [Cl:23][C:2]1[C:7]([C:8]#[N:9])=[C:6]([C:10]2[CH:15]=[CH:14][CH:13]=[C:12]([N+:16]([O-:18])=[O:17])[CH:11]=2)[N:5]=[C:4]([S:19][CH3:20])[N:3]=1. The yield is 0.690. (6) The reactants are [C:1]([O:4][CH2:5][C:6]([CH3:36])([CH3:35])[CH2:7][N:8]1[C:14]2[CH:15]=[CH:16][C:17]([Cl:19])=[CH:18][C:13]=2[C@@H:12]([C:20]2[CH:25]=[CH:24][CH:23]=[C:22]([O:26][CH3:27])[C:21]=2[O:28][CH3:29])[O:11][C@H:10]([CH2:30][C:31](O)=[O:32])[C:9]1=[O:34])(=[O:3])[CH3:2].C([N:39](CC)CC)C.ClC(OCC(C)C)=O.N[C:53]1[S:54][C:55]([C:58]([O:60][CH2:61][CH3:62])=[O:59])=[CH:56][N:57]=1.N1C=CC=CC=1. The catalyst is CN(C)C=O.O. The product is [C:1]([O:4][CH2:5][C:6]([CH3:35])([CH3:36])[CH2:7][N:8]1[C:14]2[CH:15]=[CH:16][C:17]([Cl:19])=[CH:18][C:13]=2[C@@H:12]([C:20]2[CH:25]=[CH:24][CH:23]=[C:22]([O:26][CH3:27])[C:21]=2[O:28][CH3:29])[O:11][C@H:10]([CH2:30][C:31]([NH:39][C:55]2([C:58]([O:60][CH2:61][CH3:62])=[O:59])[S:54][CH2:53][N:57]=[CH:56]2)=[O:32])[C:9]1=[O:34])(=[O:3])[CH3:2]. The yield is 0.621. (7) The reactants are [Cl:1][C:2]1[CH:7]=[CH:6][CH:5]=[C:4]([Cl:8])[C:3]=1[C:9]1[N:13]=[C:12]([C:14]2[CH:19]=[CH:18][CH:17]=[C:16]([N+:20]([O-])=O)[CH:15]=2)[O:11][N:10]=1.O.O.[Sn](Cl)Cl.[Sn](Cl)Cl. The catalyst is C(OCC)(=O)C. The product is [Cl:8][C:4]1[CH:5]=[CH:6][CH:7]=[C:2]([Cl:1])[C:3]=1[C:9]1[N:13]=[C:12]([C:14]2[CH:19]=[CH:18][CH:17]=[C:16]([NH2:20])[CH:15]=2)[O:11][N:10]=1. The yield is 1.00.